Predict the reaction yield, written as a fraction of the theoretical maximum amount of product (1.0 means a 100% yield; for example, 0.34 means a 34% yield). From a dataset of Reaction yield outcomes from USPTO patents with 853,638 reactions. (1) The reactants are [Cl:1][C:2]1[C:3]([O:13][CH3:14])=[CH:4][C:5]([OH:12])=[C:6]([NH:8][C:9](=[O:11])[CH3:10])[CH:7]=1.C(=O)([O-])[O-].[Cs+].[Cs+].[N+](C1C=C(S(O[CH2:34][C@@H:35]2[CH2:37][O:36]2)(=O)=O)C=CC=1)([O-])=O. The product is [Cl:1][C:2]1[C:3]([O:13][CH3:14])=[CH:4][C:5]([O:12][CH2:34][C@@H:35]2[CH2:37][O:36]2)=[C:6]([NH:8][C:9](=[O:11])[CH3:10])[CH:7]=1. The yield is 0.980. The catalyst is CN1CCCC1=O. (2) The reactants are [C:1]([O:10]C)(=O)[C:2]1[C:3](=[CH:5][CH:6]=[CH:7][CH:8]=1)[SH:4].[CH:12]([O:15][C:16]1[CH:21]=[CH:20][C:19]([C:22]#[N:23])=[CH:18][N:17]=1)([CH3:14])[CH3:13].C(N(CC)CC)C. The catalyst is C1(C)C=CC=CC=1. The product is [CH:12]([O:15][C:16]1[N:17]=[CH:18][C:19]([C:22]2[S:4][C:3]3[CH:5]=[CH:6][CH:7]=[CH:8][C:2]=3[C:1](=[O:10])[N:23]=2)=[CH:20][CH:21]=1)([CH3:14])[CH3:13]. The yield is 0.300. (3) The reactants are S(OC)(O[CH3:5])(=O)=O.[F:8][C:9]1[CH:14]=[C:13]([F:15])[CH:12]=[CH:11][C:10]=1[N:16]1[C:24](=[O:25])[C:23]2[C@@H:22]3[C:26]([CH3:28])([CH3:27])[C@@:19]([CH3:29])([CH2:20][CH2:21]3)[C:18]=2[NH:17]1. The catalyst is [OH-].[Na+]. The product is [F:8][C:9]1[CH:14]=[C:13]([F:15])[CH:12]=[CH:11][C:10]=1[N:16]1[C:24](=[O:25])[C:23]2[C@@H:22]3[C:26]([CH3:28])([CH3:27])[C@@:19]([CH3:29])([CH2:20][CH2:21]3)[C:18]=2[N:17]1[CH3:5]. The yield is 0.110. (4) The reactants are Br[CH:2]([C:7]1[CH:8]=[C:9]([Cl:15])[C:10]([Cl:14])=[C:11]([Cl:13])[CH:12]=1)[C:3]([F:6])([F:5])[F:4].[CH:16]([C:18]1[CH:19]=[C:20]2[C:24](=[CH:25][CH:26]=1)[C:23](=[O:27])[CH2:22][CH2:21]2)=[CH2:17].N1C=CC=CC=1C1C=CC=CN=1. The catalyst is ClC1C=CC=CC=1Cl.Cl[Cu]. The product is [F:4][C:3]([F:6])([F:5])[CH:2]([C:7]1[CH:8]=[C:9]([Cl:15])[C:10]([Cl:14])=[C:11]([Cl:13])[CH:12]=1)/[CH:17]=[CH:16]/[C:18]1[CH:19]=[C:20]2[C:24](=[CH:25][CH:26]=1)[C:23](=[O:27])[CH2:22][CH2:21]2. The yield is 0.250. (5) The reactants are [CH3:1][O:2][C:3]1[CH:11]=[C:7]([C:8]([OH:10])=O)[C:6]([OH:12])=[CH:5][CH:4]=1.[Cl:13][C:14]1[CH:15]=[C:16]([CH:18]=[C:19]([Cl:21])[CH:20]=1)[NH2:17]. No catalyst specified. The product is [Cl:13][C:14]1[CH:15]=[C:16]([NH:17][C:8](=[O:10])[C:7]2[CH:11]=[C:3]([O:2][CH3:1])[CH:4]=[CH:5][C:6]=2[OH:12])[CH:18]=[C:19]([Cl:21])[CH:20]=1. The yield is 0.298.